Task: Predict the reactants needed to synthesize the given product.. Dataset: Full USPTO retrosynthesis dataset with 1.9M reactions from patents (1976-2016) (1) Given the product [Cl:1][C:2]1[CH:3]=[C:4]([C:9]2[CH:13]=[C:12]([O:14][S:35]([C:38]([F:41])([F:40])[F:39])(=[O:37])=[O:36])[N:11]([CH:15]([C:17]3[CH:34]=[CH:33][C:20]([C:21]([NH:23][CH2:24][CH2:25][C:26]([O:28][C:29]([CH3:30])([CH3:32])[CH3:31])=[O:27])=[O:22])=[CH:19][CH:18]=3)[CH3:16])[N:10]=2)[CH:5]=[C:6]([Cl:8])[CH:7]=1, predict the reactants needed to synthesize it. The reactants are: [Cl:1][C:2]1[CH:3]=[C:4]([C:9]2[CH2:13][C:12](=[O:14])[N:11]([CH:15]([C:17]3[CH:34]=[CH:33][C:20]([C:21]([NH:23][CH2:24][CH2:25][C:26]([O:28][C:29]([CH3:32])([CH3:31])[CH3:30])=[O:27])=[O:22])=[CH:19][CH:18]=3)[CH3:16])[N:10]=2)[CH:5]=[C:6]([Cl:8])[CH:7]=1.[S:35](O[S:35]([C:38]([F:41])([F:40])[F:39])(=[O:37])=[O:36])([C:38]([F:41])([F:40])[F:39])(=[O:37])=[O:36]. (2) Given the product [F:30][C:24]1[CH:25]=[CH:26][CH:27]=[C:28]([F:29])[C:23]=1[NH:22][C:20](=[O:21])[C:19]1[CH:31]=[CH:32][CH:33]=[C:17]([C:9]2[N:10]=[C:11]3[CH:16]=[CH:15][CH:14]=[CH:13][N:12]3[C:8]=2[C:6]2[CH:5]=[CH:4][N:3]=[C:2]([NH:41][C:40]3[CH:42]=[C:36]([CH2:34][CH3:35])[C:37]([N:45]4[CH2:46][CH2:47][CH:48]([N:51]5[CH2:52][CH2:53][N:54]([S:57]([CH3:60])(=[O:59])=[O:58])[CH2:55][CH2:56]5)[CH2:49][CH2:50]4)=[CH:38][C:39]=3[O:43][CH3:44])[N:7]=2)[CH:18]=1, predict the reactants needed to synthesize it. The reactants are: Cl[C:2]1[N:7]=[C:6]([C:8]2[N:12]3[CH:13]=[CH:14][CH:15]=[CH:16][C:11]3=[N:10][C:9]=2[C:17]2[CH:18]=[C:19]([CH:31]=[CH:32][CH:33]=2)[C:20]([NH:22][C:23]2[C:28]([F:29])=[CH:27][CH:26]=[CH:25][C:24]=2[F:30])=[O:21])[CH:5]=[CH:4][N:3]=1.[CH2:34]([C:36]1[C:37]([N:45]2[CH2:50][CH2:49][CH:48]([N:51]3[CH2:56][CH2:55][N:54]([S:57]([CH3:60])(=[O:59])=[O:58])[CH2:53][CH2:52]3)[CH2:47][CH2:46]2)=[CH:38][C:39]([O:43][CH3:44])=[C:40]([CH:42]=1)[NH2:41])[CH3:35].C1(C)C=CC(S(O)(=O)=O)=CC=1.